Dataset: Catalyst prediction with 721,799 reactions and 888 catalyst types from USPTO. Task: Predict which catalyst facilitates the given reaction. (1) Reactant: [C:1]([OH:8])(=[O:7])[CH2:2][CH2:3][CH2:4][CH:5]=[CH2:6].C(O)(C)(C)C.[CH2:14]1[CH2:19]CC(N=C=N[CH:14]2[CH2:19]CC[CH2:16][CH2:15]2)[CH2:16][CH2:15]1. Product: [C:1]([O:8][CH2:19][CH2:14][CH2:15][CH3:16])(=[O:7])[CH2:2][CH2:3][CH2:4][CH:5]=[CH2:6]. The catalyst class is: 79. (2) Reactant: C[N:2]1[CH:7]=[C:6]([N+:8]([O-:10])=[O:9])[CH:5]=[C:4]([N+]([O-])=O)[C:3]1=O.[OH:15][C@H:16]1[CH2:21]CC(=O)[CH2:18][C@H:17]1[NH:23][C:24](=[O:30])[O:25][C:26]([CH3:29])([CH3:28])[CH3:27]. Product: [OH:15][C@H:16]1[C@@H:17]([NH:23][C:24](=[O:30])[O:25][C:26]([CH3:27])([CH3:29])[CH3:28])[CH2:18][C:3]2[N:2]=[CH:7][C:6]([N+:8]([O-:10])=[O:9])=[CH:5][C:4]=2[CH2:21]1. The catalyst class is: 547. (3) Reactant: [C:1]([C:3]([CH3:16])([CH3:15])[CH:4]([NH:8]S(C(C)(C)C)=O)[CH:5]1[CH2:7][CH2:6]1)#[N:2].[ClH:17].O1CCOCC1. The catalyst class is: 5. Product: [ClH:17].[NH2:8][CH:4]([CH:5]1[CH2:7][CH2:6]1)[C:3]([CH3:16])([CH3:15])[C:1]#[N:2]. (4) Reactant: ClCCC[N:5]1[C:13]2[C:8](=[CH:9][C:10](CC([N+]([O-])=O)C)=[CH:11][C:12]=2C=NO)[CH2:7][CH2:6]1.C(OC(=O)C)(=O)C. Product: [NH:5]1[C:13]2[C:8](=[CH:9][CH:10]=[CH:11][CH:12]=2)[CH2:7][CH2:6]1. The catalyst class is: 7. (5) Reactant: I[C:2]1[C:10]2[C:5](=[N:6][CH:7]=[N:8][C:9]=2[NH2:11])[N:4]([CH2:12][CH2:13][NH:14][CH2:15][C:16]2[CH:17]=[N:18][CH:19]=[CH:20][CH:21]=2)[N:3]=1.[F:22][C:23]1[CH:24]=[C:25](B(O)O)[CH:26]=[C:27]([OH:30])[C:28]=1[F:29].C(=O)([O-])[O-].[Na+].[Na+]. Product: [NH2:11][C:9]1[N:8]=[CH:7][N:6]=[C:5]2[N:4]([CH2:12][CH2:13][NH:14][CH2:15][C:16]3[CH:17]=[N:18][CH:19]=[CH:20][CH:21]=3)[N:3]=[C:2]([C:25]3[CH:24]=[C:23]([F:22])[C:28]([F:29])=[C:27]([OH:30])[CH:26]=3)[C:10]=12. The catalyst class is: 339. (6) The catalyst class is: 4. Product: [Cl:1][C:2]1[CH:23]=[CH:22][C:5]([CH:6]([O:14][CH:15]2[CH2:16][N:17]([C:19]([NH:24][N:25]3[CH2:30][CH2:29][CH2:28][CH2:27][CH2:26]3)=[O:20])[CH2:18]2)[C:7]2[CH:8]=[CH:9][C:10]([Cl:13])=[CH:11][CH:12]=2)=[CH:4][CH:3]=1. Reactant: [Cl:1][C:2]1[CH:23]=[CH:22][C:5]([CH:6]([O:14][CH:15]2[CH2:18][N:17]([C:19](Cl)=[O:20])[CH2:16]2)[C:7]2[CH:12]=[CH:11][C:10]([Cl:13])=[CH:9][CH:8]=2)=[CH:4][CH:3]=1.[NH2:24][N:25]1[CH2:30][CH2:29][CH2:28][CH2:27][CH2:26]1.C(N(CC)CC)C. (7) Reactant: [Cl:1][C:2]1[CH:25]=[CH:24][CH:23]=[C:22]([F:26])[C:3]=1[O:4][C:5]1[CH2:9][N:8]([C@@H:10]([CH2:14][CH:15]2[CH2:20][CH2:19][CH2:18][CH2:17][CH2:16]2)[C:11](O)=[O:12])[C:7](=[O:21])[CH:6]=1.[CH3:27][O:28][C:29](=[O:37])[C:30]1[CH:35]=[CH:34][C:33]([NH2:36])=[N:32][CH:31]=1.F[P-](F)(F)(F)(F)F.Br[P+](N1CCCC1)(N1CCCC1)N1CCCC1.C(N(CC)C(C)C)(C)C. The catalyst class is: 96. Product: [CH3:27][O:28][C:29](=[O:37])[C:30]1[CH:35]=[CH:34][C:33]([NH:36][C:11](=[O:12])[C@@H:10]([N:8]2[CH2:9][C:5]([O:4][C:3]3[C:22]([F:26])=[CH:23][CH:24]=[CH:25][C:2]=3[Cl:1])=[CH:6][C:7]2=[O:21])[CH2:14][CH:15]2[CH2:20][CH2:19][CH2:18][CH2:17][CH2:16]2)=[N:32][CH:31]=1.